From a dataset of Forward reaction prediction with 1.9M reactions from USPTO patents (1976-2016). Predict the product of the given reaction. (1) The product is: [C:12]([O:11][C:9](=[O:10])[NH:37][C:17]([CH3:36])([CH3:16])[CH2:18][C:19]1[C:27]2[C:22](=[C:23]([O:28][CH2:29][C:30]3[CH:35]=[CH:34][CH:33]=[CH:32][CH:31]=3)[CH:24]=[CH:25][CH:26]=2)[NH:21][CH:20]=1)([CH3:13])([CH3:14])[CH3:15]. Given the reactants [C:9](O[C:9]([O:11][C:12]([CH3:15])([CH3:14])[CH3:13])=[O:10])([O:11][C:12]([CH3:15])([CH3:14])[CH3:13])=[O:10].[CH3:16][C:17]([NH2:37])([CH3:36])[CH2:18][C:19]1[C:27]2[C:22](=[C:23]([O:28][CH2:29][C:30]3[CH:35]=[CH:34][CH:33]=[CH:32][CH:31]=3)[CH:24]=[CH:25][CH:26]=2)[NH:21][CH:20]=1.C(N(CC)CC)C.C(Cl)Cl, predict the reaction product. (2) Given the reactants [CH3:1][CH2:2][CH2:3][CH2:4][CH2:5][CH2:6][CH2:7][CH2:8]/[CH:9]=[CH:10]\[CH2:11][CH2:12][CH2:13][CH2:14][CH2:15][CH2:16][CH2:17][C:18]([O:20][CH2:21][CH:22]([O:28][C:29]([CH2:31][CH2:32][CH2:33][CH2:34][CH2:35][CH2:36][CH2:37]/[CH:38]=[CH:39]\[CH2:40][CH2:41][CH2:42][CH2:43][CH2:44][CH2:45][CH2:46][CH3:47])=[O:30])[CH2:23][N+:24]([CH3:27])([CH3:26])[CH3:25])=[O:19].[CH3:48][CH:49]([CH2:51][CH2:52][CH2:53][C@H:54]([C@@H:56]1[C@:74]2([CH3:75])[C@H:59]([C@H:60]3[C@H:71]([CH2:72][CH2:73]2)[C@:69]2([CH3:70])[C:63]([CH2:64][C@H:65]([CH2:67][CH2:68]2)[OH:66])=[CH:62][CH2:61]3)[CH2:58][CH2:57]1)[CH3:55])[CH3:50], predict the reaction product. The product is: [CH3:1][CH2:2][CH2:3][CH2:4][CH2:5][CH2:6][CH2:7][CH2:8]/[CH:9]=[CH:10]\[CH2:11][CH2:12][CH2:13][CH2:14][CH2:15][CH2:16][CH2:17][C:18]([O:20][CH2:21][CH:22]([O:28][C:29]([CH2:31][CH2:32][CH2:33][CH2:34][CH2:35][CH2:36][CH2:37]/[CH:38]=[CH:39]\[CH2:40][CH2:41][CH2:42][CH2:43][CH2:44][CH2:45][CH2:46][CH3:47])=[O:30])[CH2:23][N+:24]([CH3:27])([CH3:26])[CH3:25])=[O:19].[CH3:50][CH:49]([CH2:51][CH2:52][CH2:53][C@H:54]([C@@H:56]1[C@:74]2([CH3:75])[C@H:59]([C@H:60]3[C@H:71]([CH2:72][CH2:73]2)[C@:69]2([CH3:70])[C:63]([CH2:64][C@H:65]([CH2:67][CH2:68]2)[OH:66])=[CH:62][CH2:61]3)[CH2:58][CH2:57]1)[CH3:55])[CH3:48].[CH3:1][CH2:2][CH2:3][CH2:4][CH2:5][CH2:6][CH2:7][CH2:8]/[CH:9]=[CH:10]\[CH2:11][CH2:12][CH2:13][CH2:14][CH2:15][CH2:16][CH2:17][C:18]([O:20][CH2:21][CH:22]([O:28][C:29]([CH2:31][CH2:32][CH2:33][CH2:34][CH2:35][CH2:36][CH2:37]/[CH:38]=[CH:39]\[CH2:40][CH2:41][CH2:42][CH2:43][CH2:44][CH2:45][CH2:46][CH3:47])=[O:30])[CH2:23][N+:24]([CH3:27])([CH3:26])[CH3:25])=[O:19].